Task: Predict the product of the given reaction.. Dataset: Forward reaction prediction with 1.9M reactions from USPTO patents (1976-2016) (1) The product is: [OH:2][C:3]1[CH:4]=[CH:5][C:6]2[O:10][C:9]([C:11]3[CH:19]=[CH:18][C:14]([C:15]([NH2:17])=[O:16])=[CH:13][N:12]=3)=[CH:8][C:7]=2[CH:20]=1. Given the reactants C[O:2][C:3]1[CH:4]=[CH:5][C:6]2[O:10][C:9]([C:11]3[CH:19]=[CH:18][C:14]([C:15]([NH2:17])=[O:16])=[CH:13][N:12]=3)=[CH:8][C:7]=2[CH:20]=1.C(Cl)Cl.B(Br)(Br)Br.C([O-])(O)=O.[Na+], predict the reaction product. (2) Given the reactants O.[C:2]([OH:14])(=[O:13])[CH2:3][C:4]([CH2:9][C:10]([OH:12])=[O:11])([C:6]([OH:8])=[O:7])[OH:5].CC(C)[O-].CC(C)[O-].CC(C)[O-].CC(C)[O-].[Ti+4:31].[OH-].[Na+].C(O)CO, predict the reaction product. The product is: [C:2]([OH:14])(=[O:13])[CH2:3][C:4]([CH2:9][C:10]([OH:12])=[O:11])([C:6]([OH:8])=[O:7])[OH:5].[Ti:31]. (3) Given the reactants C[O:2][C:3](=[O:28])[CH2:4][C:5](=[O:27])[CH2:6][C:7]([CH:22]1[CH2:26][CH2:25][CH2:24][CH2:23]1)(O)[CH2:8][CH2:9][C:10]#[C:11][C:12]1[CH:17]=[C:16]([CH3:18])[C:15]([OH:19])=[CH:14][C:13]=1[CH3:20].[OH-].[Na+], predict the reaction product. The product is: [CH:22]1([C:7]2([CH2:8][CH2:9][C:10]#[C:11][C:12]3[CH:17]=[C:16]([CH3:18])[C:15]([OH:19])=[CH:14][C:13]=3[CH3:20])[O:28][C:3](=[O:2])[CH2:4][C:5](=[O:27])[CH2:6]2)[CH2:23][CH2:24][CH2:25][CH2:26]1. (4) Given the reactants [Br:1][C:2]1[CH:11]=[CH:10][C:9]2[N:8]=[CH:7][C:6]3[NH:12][C:13](=[O:26])[N:14]([C:15]4[CH:20]=[CH:19][C:18]([C:21]([CH3:25])([CH3:24])[C:22]#[N:23])=[CH:17][CH:16]=4)[C:5]=3[C:4]=2[CH:3]=1.C(N(CC)CC)C.[CH3:34][C:35]1[CH:40]=[CH:39][C:38]([S:41](Cl)(=[O:43])=[O:42])=[CH:37][CH:36]=1.O, predict the reaction product. The product is: [Br:1][C:2]1[CH:11]=[CH:10][C:9]2[N:8]=[CH:7][C:6]3[N:12]([S:41]([C:38]4[CH:39]=[CH:40][C:35]([CH3:34])=[CH:36][CH:37]=4)(=[O:43])=[O:42])[C:13](=[O:26])[N:14]([C:15]4[CH:20]=[CH:19][C:18]([C:21]([CH3:24])([CH3:25])[C:22]#[N:23])=[CH:17][CH:16]=4)[C:5]=3[C:4]=2[CH:3]=1. (5) Given the reactants [CH3:1][N:2]1[C:10]2[C:5](=[CH:6][CH:7]=[CH:8][CH:9]=2)[C:4]([CH2:11][CH:12]([CH3:14])[CH3:13])=[C:3]1[C:15]([N:17]([CH:51]1[CH2:56][CH2:55][CH2:54][CH2:53][CH2:52]1)[C@H:18]([C:20]([NH:22][CH:23]([C:32](=[O:50])[CH2:33][O:34][C:35]1[N:39]([C:40]2[CH:45]=[CH:44][CH:43]=[CH:42][CH:41]=2)[N:38]=[C:37]([C:46]([F:49])([F:48])[F:47])[CH:36]=1)[CH2:24][C:25]([O:27]C(C)(C)C)=[O:26])=[O:21])[CH3:19])=[O:16].C(O)(C(F)(F)F)=O, predict the reaction product. The product is: [CH3:1][N:2]1[C:10]2[C:5](=[CH:6][CH:7]=[CH:8][CH:9]=2)[C:4]([CH2:11][CH:12]([CH3:14])[CH3:13])=[C:3]1[C:15]([N:17]([CH:51]1[CH2:52][CH2:53][CH2:54][CH2:55][CH2:56]1)[C@H:18]([C:20]([NH:22][CH:23]([C:32](=[O:50])[CH2:33][O:34][C:35]1[N:39]([C:40]2[CH:41]=[CH:42][CH:43]=[CH:44][CH:45]=2)[N:38]=[C:37]([C:46]([F:49])([F:48])[F:47])[CH:36]=1)[CH2:24][C:25]([OH:27])=[O:26])=[O:21])[CH3:19])=[O:16].